From a dataset of Full USPTO retrosynthesis dataset with 1.9M reactions from patents (1976-2016). Predict the reactants needed to synthesize the given product. (1) Given the product [BrH:8].[C:1]([O:5][C:6](=[O:9])[CH2:7][N:12]1[C:11]([CH3:10])=[C:15]([CH3:16])[S:14][C:13]1=[NH:17])([CH3:4])([CH3:3])[CH3:2], predict the reactants needed to synthesize it. The reactants are: [C:1]([O:5][C:6](=[O:9])[CH2:7][Br:8])([CH3:4])([CH3:3])[CH3:2].[CH3:10][C:11]1[N:12]=[C:13]([NH2:17])[S:14][C:15]=1[CH3:16]. (2) Given the product [CH2:1]([O:7][C:8]1[CH:13]=[CH:12][C:11]([CH2:14][CH2:15][C:16]([NH:21][NH2:22])=[O:18])=[CH:10][CH:9]=1)[CH2:2][CH2:3][CH2:4][CH2:5][CH3:6], predict the reactants needed to synthesize it. The reactants are: [CH2:1]([O:7][C:8]1[CH:13]=[CH:12][C:11]([CH2:14][CH2:15][C:16]([O:18]C)=O)=[CH:10][CH:9]=1)[CH2:2][CH2:3][CH2:4][CH2:5][CH3:6].O.[NH2:21][NH2:22]. (3) The reactants are: [O:1]1CCO[CH:2]1[CH2:6][N:7]1[CH:11]=[C:10]([C:12]2[S:20][C:19]3[C:14](=[N:15][CH:16]=[CH:17][C:18]=3[O:21][C:22]3[CH:27]=[CH:26][C:25]([N+:28]([O-:30])=[O:29])=[CH:24][C:23]=3[F:31])[CH:13]=2)[CH:9]=[N:8]1.Cl. Given the product [F:31][C:23]1[CH:24]=[C:25]([N+:28]([O-:30])=[O:29])[CH:26]=[CH:27][C:22]=1[O:21][C:18]1[CH:17]=[CH:16][N:15]=[C:14]2[CH:13]=[C:12]([C:10]3[CH:9]=[N:8][N:7]([CH2:6][CH:2]=[O:1])[CH:11]=3)[S:20][C:19]=12, predict the reactants needed to synthesize it. (4) Given the product [Br:25][C:26]1[CH:33]=[CH:32][C:29]([CH2:30][N:14]2[C:15]3[CH2:16][CH2:17][NH:8][CH2:9][CH2:10][C:11]=3[C:12]([C:18]3[CH:19]=[CH:20][C:21]([Cl:24])=[CH:22][CH:23]=3)=[N:13]2)=[CH:28][CH:27]=1, predict the reactants needed to synthesize it. The reactants are: C(OC([N:8]1[CH2:17][CH2:16][C:15]2[NH:14][N:13]=[C:12]([C:18]3[CH:23]=[CH:22][C:21]([Cl:24])=[CH:20][CH:19]=3)[C:11]=2[CH2:10][CH2:9]1)=O)(C)(C)C.[Br:25][C:26]1[CH:33]=[CH:32][C:29]([CH2:30]Br)=[CH:28][CH:27]=1. (5) The reactants are: C[O:2][C:3](=[O:25])[CH2:4][C:5]1[CH:6]=[C:7]([C:13]2[CH:18]=[CH:17][C:16]([C:19]([F:22])([F:21])[F:20])=[CH:15][C:14]=2[CH:23]=O)[C:8]([O:11][CH3:12])=[CH:9][CH:10]=1.[CH:26]1([NH2:30])[CH2:29][CH2:28][CH2:27]1.Cl[C:32]([O:34][CH2:35][C:36]1[CH:41]=[CH:40][CH:39]=[CH:38][CH:37]=1)=[O:33]. Given the product [CH2:35]([O:34][C:32]([N:30]([CH2:23][C:14]1[CH:15]=[C:16]([C:19]([F:22])([F:21])[F:20])[CH:17]=[CH:18][C:13]=1[C:7]1[C:8]([O:11][CH3:12])=[CH:9][CH:10]=[C:5]([CH2:4][C:3]([OH:25])=[O:2])[CH:6]=1)[CH:26]1[CH2:29][CH2:28][CH2:27]1)=[O:33])[C:36]1[CH:41]=[CH:40][CH:39]=[CH:38][CH:37]=1, predict the reactants needed to synthesize it. (6) Given the product [F:50][C:51]([F:56])([F:55])[C:52]([OH:54])=[O:53].[OH:30][C:28]1[CH:29]=[C:20]([C:15]2[CH:16]=[CH:17][CH:18]=[CH:19][C:14]=2[CH2:13][O:12][CH2:11][CH2:10][N:7]2[CH2:8][CH2:9][N:4]([CH2:3][C:2]([F:49])([F:48])[F:1])[CH2:5][CH2:6]2)[CH:21]=[C:22]2[C:27]=1[N:26]=[CH:25][NH:24][C:23]2=[O:47], predict the reactants needed to synthesize it. The reactants are: [F:1][C:2]([F:49])([F:48])[CH2:3][N:4]1[CH2:9][CH2:8][N:7]([CH2:10][CH2:11][O:12][CH2:13][C:14]2[CH:19]=[CH:18][CH:17]=[CH:16][C:15]=2[C:20]2[CH:21]=[C:22]3[C:27](=[C:28]([O:30]COCC[Si](C)(C)C)[CH:29]=2)[N:26]=[CH:25][N:24](COCC[Si](C)(C)C)[C:23]3=[O:47])[CH2:6][CH2:5]1.[F:50][C:51]([F:56])([F:55])[C:52]([OH:54])=[O:53]. (7) Given the product [C:1]([C:3]1[CH:4]=[CH:5][C:6]([N:10]2[C@@H:14]([CH:15]3[CH2:19][CH2:18][CH2:17][CH2:16]3)[CH2:13][C:12]([C:20]3[CH:28]=[CH:27][C:23]([C:24]([NH:35][S:32]([CH3:31])(=[O:34])=[O:33])=[O:25])=[C:22]([O:29][CH3:30])[N:21]=3)=[N:11]2)=[N:7][C:8]=1[CH3:9])#[N:2], predict the reactants needed to synthesize it. The reactants are: [C:1]([C:3]1[CH:4]=[CH:5][C:6]([N:10]2[C@@H:14]([CH:15]3[CH2:19][CH2:18][CH2:17][CH2:16]3)[CH2:13][C:12]([C:20]3[CH:28]=[CH:27][C:23]([C:24](O)=[O:25])=[C:22]([O:29][CH3:30])[N:21]=3)=[N:11]2)=[N:7][C:8]=1[CH3:9])#[N:2].[CH3:31][S:32]([NH2:35])(=[O:34])=[O:33].